The task is: Predict the reactants needed to synthesize the given product.. This data is from Full USPTO retrosynthesis dataset with 1.9M reactions from patents (1976-2016). (1) Given the product [Br-:27].[C:1]([C:4]1[CH:5]=[N+:6]([CH2:23][C:24]2[CH:31]=[CH:30][CH:29]=[CH:28][C:25]=2[CH3:26])[CH:7]=[CH:8][C:9]=1[CH2:10][CH:11]1[CH2:19][C:18]2[C:13](=[CH:14][C:15]([CH3:21])=[C:16]([CH3:20])[CH:17]=2)[C:12]1=[O:22])(=[O:3])[CH3:2], predict the reactants needed to synthesize it. The reactants are: [C:1]([C:4]1[CH:5]=[N:6][CH:7]=[CH:8][C:9]=1[CH2:10][CH:11]1[CH2:19][C:18]2[C:13](=[CH:14][C:15]([CH3:21])=[C:16]([CH3:20])[CH:17]=2)[C:12]1=[O:22])(=[O:3])[CH3:2].[CH3:23][C:24]1[CH:31]=[CH:30][CH:29]=[CH:28][C:25]=1[CH2:26][Br:27]. (2) Given the product [NH2:1][C:2]1[CH:3]=[CH:4][C:5]([CH:8]2[CH2:13][C:12]([CH3:14])([CH3:15])[O:11][C:10]([CH3:23])([C:16]([O:18][CH2:19][CH2:20][CH2:21][CH3:22])=[O:17])[CH2:9]2)=[N:6][C:7]=1[Br:33], predict the reactants needed to synthesize it. The reactants are: [NH2:1][C:2]1[CH:3]=[CH:4][C:5]([CH:8]2[CH2:13][C:12]([CH3:15])([CH3:14])[O:11][C:10]([CH3:23])([C:16]([O:18][CH2:19][CH2:20][CH2:21][CH3:22])=[O:17])[CH2:9]2)=[N:6][CH:7]=1.BrBr.C1C(=O)N([Br:33])C(=O)C1.BrCl. (3) Given the product [C:1]([O:5][P:6]([O:13][CH2:14][C@@H:15]([N:20]1[C:29]2[C:24](=[CH:25][C:26]([C:30]3[CH:31]=[N:32][C:33]([NH:45][C:46]([NH:48][CH2:49][CH3:50])=[O:47])=[CH:34][C:35]=3[C:36]3[S:37][CH:38]=[C:39]([C:41]([F:43])([F:42])[F:44])[N:40]=3)=[CH:27][CH:28]=2)[C:23](=[O:51])[C:22]([C:52]([OH:54])=[O:53])=[CH:21]1)[C:16]([CH3:19])([CH3:18])[CH3:17])([OH:8])=[O:7])([CH3:2])([CH3:3])[CH3:4], predict the reactants needed to synthesize it. The reactants are: [C:1]([O:5][P:6]([O:13][CH2:14][C@@H:15]([N:20]1[C:29]2[C:24](=[CH:25][C:26]([C:30]3[CH:31]=[N:32][C:33]([NH:45][C:46]([NH:48][CH2:49][CH3:50])=[O:47])=[CH:34][C:35]=3[C:36]3[S:37][CH:38]=[C:39]([C:41]([F:44])([F:43])[F:42])[N:40]=3)=[CH:27][CH:28]=2)[C:23](=[O:51])[C:22]([C:52]([O:54]CC)=[O:53])=[CH:21]1)[C:16]([CH3:19])([CH3:18])[CH3:17])([O:8]C(C)(C)C)=[O:7])([CH3:4])([CH3:3])[CH3:2].[OH-].[Li+]. (4) Given the product [NH2:25][C:17]1[C:16]2[C:13]3[CH:14]=[CH:15][C:10](/[CH:9]=[CH:8]/[C:5]4[CH:4]=[CH:3][C:2]([F:1])=[CH:7][CH:6]=4)=[CH:11][C:12]=3[S:22][C:21]=2[C:20]([C:23]([NH2:24])=[O:35])=[CH:19][N:18]=1, predict the reactants needed to synthesize it. The reactants are: [F:1][C:2]1[CH:7]=[CH:6][C:5](/[CH:8]=[CH:9]/[C:10]2[CH:15]=[CH:14][C:13]3[C:16]4[C:17]([NH:25]CC5C=CC(OC)=CC=5)=[N:18][CH:19]=[C:20]([C:23]#[N:24])[C:21]=4[S:22][C:12]=3[CH:11]=2)=[CH:4][CH:3]=1.[O:35]([Si](C)(C)C)[K].